This data is from Forward reaction prediction with 1.9M reactions from USPTO patents (1976-2016). The task is: Predict the product of the given reaction. Given the reactants C(OC([NH:8][C@@H:9]([C:11]1[CH:16]=[CH:15][C:14]([NH:17]/[C:18](=[C:25]2\[C:26](=[O:37])[NH:27][C:28]3[C:33]\2=[CH:32][C:31]([N+:34]([O-:36])=[O:35])=[CH:30][CH:29]=3)/[C:19]2[CH:24]=[CH:23][CH:22]=[CH:21][CH:20]=2)=[CH:13][CH:12]=1)[CH3:10])=O)(C)(C)C.C(OCC)(=O)C.[ClH:44], predict the reaction product. The product is: [ClH:44].[NH2:8][C@@H:9]([C:11]1[CH:12]=[CH:13][C:14]([NH:17]/[C:18](=[C:25]2\[C:26](=[O:37])[NH:27][C:28]3[C:33]\2=[CH:32][C:31]([N+:34]([O-:36])=[O:35])=[CH:30][CH:29]=3)/[C:19]2[CH:24]=[CH:23][CH:22]=[CH:21][CH:20]=2)=[CH:15][CH:16]=1)[CH3:10].